This data is from Peptide-MHC class I binding affinity with 185,985 pairs from IEDB/IMGT. The task is: Regression. Given a peptide amino acid sequence and an MHC pseudo amino acid sequence, predict their binding affinity value. This is MHC class I binding data. (1) The peptide sequence is IISSKQYPA. The MHC is HLA-A68:02 with pseudo-sequence HLA-A68:02. The binding affinity (normalized) is 0.244. (2) The MHC is HLA-A03:01 with pseudo-sequence HLA-A03:01. The binding affinity (normalized) is 0. The peptide sequence is TVVRDFENY. (3) The peptide sequence is NSYISNIIY. The MHC is HLA-A31:01 with pseudo-sequence HLA-A31:01. The binding affinity (normalized) is 0.0691. (4) The peptide sequence is TAILLRDLI. The MHC is H-2-Db with pseudo-sequence H-2-Db. The binding affinity (normalized) is 0.940. (5) The peptide sequence is MKWMMAMKY. The MHC is HLA-B27:05 with pseudo-sequence HLA-B27:05. The binding affinity (normalized) is 0.0847. (6) The peptide sequence is SSCSSCPLSKI. The MHC is HLA-A30:02 with pseudo-sequence HLA-A30:02. The binding affinity (normalized) is 0. (7) The peptide sequence is RVMAPRALL. The MHC is HLA-B07:02 with pseudo-sequence HLA-B07:02. The binding affinity (normalized) is 0.497. (8) The peptide sequence is GLFDINVIGL. The MHC is HLA-A02:06 with pseudo-sequence HLA-A02:06. The binding affinity (normalized) is 0.493.